This data is from Reaction yield outcomes from USPTO patents with 853,638 reactions. The task is: Predict the reaction yield, written as a fraction of the theoretical maximum amount of product (1.0 means a 100% yield; for example, 0.34 means a 34% yield). (1) The reactants are [Cl:1][C:2]1[CH:18]=[CH:17][C:5]2[CH2:6][CH2:7][N:8]([C:11](=[O:16])[C:12]([F:15])([F:14])[F:13])[CH2:9][CH2:10][C:4]=2[C:3]=1OS(C(F)(F)F)(=O)=O.[NH2:27][CH2:28][CH2:29][CH2:30][NH:31]C(=O)OC(C)(C)C. No catalyst specified. The product is [NH2:27][CH2:28][CH2:29][CH2:30][NH:31][C:3]1[C:4]2[CH2:10][CH2:9][N:8]([C:11](=[O:16])[C:12]([F:15])([F:14])[F:13])[CH2:7][CH2:6][C:5]=2[CH:17]=[CH:18][C:2]=1[Cl:1]. The yield is 0.340. (2) The reactants are [CH3:1][C:2]([C:5]1[CH:9]=[C:8]([C:10](Cl)=[O:11])[N:7]([CH2:13][CH3:14])[N:6]=1)([CH3:4])[CH3:3].[NH2:15][C:16]1[CH:17]=[C:18]([CH:24]=[CH:25][CH:26]=1)[C:19]([O:21][CH2:22][CH3:23])=[O:20].C(N(CC)CC)C. The catalyst is ClCCl.CN(C)C1C=CN=CC=1. The product is [CH3:1][C:2]([C:5]1[CH:9]=[C:8]([C:10]([NH:15][C:16]2[CH:17]=[C:18]([CH:24]=[CH:25][CH:26]=2)[C:19]([O:21][CH2:22][CH3:23])=[O:20])=[O:11])[N:7]([CH2:13][CH3:14])[N:6]=1)([CH3:4])[CH3:3]. The yield is 0.810.